This data is from NCI-60 drug combinations with 297,098 pairs across 59 cell lines. The task is: Regression. Given two drug SMILES strings and cell line genomic features, predict the synergy score measuring deviation from expected non-interaction effect. (1) Drug 1: CCC(=C(C1=CC=CC=C1)C2=CC=C(C=C2)OCCN(C)C)C3=CC=CC=C3.C(C(=O)O)C(CC(=O)O)(C(=O)O)O. Drug 2: C1C(C(OC1N2C=NC(=NC2=O)N)CO)O. Cell line: EKVX. Synergy scores: CSS=4.02, Synergy_ZIP=-1.18, Synergy_Bliss=-0.176, Synergy_Loewe=0.831, Synergy_HSA=0.393. (2) Drug 1: CC1C(C(=O)NC(C(=O)N2CCCC2C(=O)N(CC(=O)N(C(C(=O)O1)C(C)C)C)C)C(C)C)NC(=O)C3=C4C(=C(C=C3)C)OC5=C(C(=O)C(=C(C5=N4)C(=O)NC6C(OC(=O)C(N(C(=O)CN(C(=O)C7CCCN7C(=O)C(NC6=O)C(C)C)C)C)C(C)C)C)N)C. Drug 2: C1CCC(C(C1)N)N.C(=O)(C(=O)[O-])[O-].[Pt+4]. Cell line: HCT-15. Synergy scores: CSS=47.9, Synergy_ZIP=-1.34, Synergy_Bliss=-0.00468, Synergy_Loewe=1.98, Synergy_HSA=3.01. (3) Drug 1: CCC1=CC2CC(C3=C(CN(C2)C1)C4=CC=CC=C4N3)(C5=C(C=C6C(=C5)C78CCN9C7C(C=CC9)(C(C(C8N6C)(C(=O)OC)O)OC(=O)C)CC)OC)C(=O)OC.C(C(C(=O)O)O)(C(=O)O)O. Drug 2: C1C(C(OC1N2C=NC3=C2NC=NCC3O)CO)O. Cell line: OVCAR-5. Synergy scores: CSS=41.0, Synergy_ZIP=-1.08, Synergy_Bliss=-2.13, Synergy_Loewe=-53.5, Synergy_HSA=-1.02.